This data is from Peptide-MHC class I binding affinity with 185,985 pairs from IEDB/IMGT. The task is: Regression. Given a peptide amino acid sequence and an MHC pseudo amino acid sequence, predict their binding affinity value. This is MHC class I binding data. (1) The peptide sequence is ASSEPHCAL. The MHC is HLA-B18:01 with pseudo-sequence HLA-B18:01. The binding affinity (normalized) is 0.0847. (2) The peptide sequence is SSESLVYGIR. The MHC is HLA-A33:01 with pseudo-sequence HLA-A33:01. The binding affinity (normalized) is 0.405. (3) The peptide sequence is RSLFNTVATLY. The MHC is HLA-B27:05 with pseudo-sequence HLA-B27:05. The binding affinity (normalized) is 0.199. (4) The peptide sequence is TAVPWNASW. The MHC is HLA-A02:06 with pseudo-sequence HLA-A02:06. The binding affinity (normalized) is 0. (5) The peptide sequence is VSQHAGPL. The MHC is H-2-Kb with pseudo-sequence H-2-Kb. The binding affinity (normalized) is 0.638.